Dataset: Forward reaction prediction with 1.9M reactions from USPTO patents (1976-2016). Task: Predict the product of the given reaction. (1) Given the reactants [N+:1]([C:4]1[CH:27]=[CH:26][C:7]([CH2:8][O:9][C:10](=[O:25])[NH:11][CH2:12][C@@H:13]([NH:17]C(OC(C)(C)C)=O)[CH:14]([CH3:16])[CH3:15])=[CH:6][CH:5]=1)([O-:3])=[O:2].[ClH:28], predict the reaction product. The product is: [ClH:28].[N+:1]([C:4]1[CH:27]=[CH:26][C:7]([CH2:8][O:9][C:10](=[O:25])[NH:11][CH2:12][C@@H:13]([NH2:17])[CH:14]([CH3:15])[CH3:16])=[CH:6][CH:5]=1)([O-:3])=[O:2]. (2) Given the reactants Br[C:2]1[CH:18]=[CH:17][C:5]2[S:6][C:7]([C:10]3[CH:15]=[CH:14][N:13]=[C:12]([NH2:16])[N:11]=3)=[C:8]([CH3:9])[C:4]=2[CH:3]=1.[CH3:19][O:20][C:21]1[CH:22]=[C:23]([SH:27])[CH:24]=[CH:25][CH:26]=1.C(N)C.CC1(C)C2C(=C(P(C3C=CC=CC=3)C3C=CC=CC=3)C=CC=2)OC2C(P(C3C=CC=CC=3)C3C=CC=CC=3)=CC=CC1=2, predict the reaction product. The product is: [CH3:19][O:20][C:21]1[CH:22]=[C:23]([S:27][C:2]2[CH:18]=[CH:17][C:5]3[S:6][C:7]([C:10]4[CH:15]=[CH:14][N:13]=[C:12]([NH2:16])[N:11]=4)=[C:8]([CH3:9])[C:4]=3[CH:3]=2)[CH:24]=[CH:25][CH:26]=1. (3) Given the reactants Br[C:2]1[CH:11]=[C:10]([Br:12])[C:9]2[C:4](=[CH:5][CH:6]=[CH:7][CH:8]=2)[N:3]=1.Cl.[CH3:14][O:15][C:16](=[O:20])[CH2:17][CH2:18][NH2:19].C([O-])([O-])=O.[K+].[K+], predict the reaction product. The product is: [Br:12][C:10]1[C:9]2[C:4](=[CH:5][CH:6]=[CH:7][CH:8]=2)[N:3]=[C:2]([NH:19][CH2:18][CH2:17][C:16]([O:15][CH3:14])=[O:20])[CH:11]=1. (4) Given the reactants C[Si]([N:5]=[N+:6]=[N-:7])(C)C.CCCC[N+](CCCC)(CCCC)CCCC.[F-].[Cl:26][C:27]1[CH:28]=[C:29]([CH2:35][C:36]#[N:37])[CH:30]=[C:31]([O:33]C)[CH:32]=1.Cl, predict the reaction product. The product is: [Cl:26][C:27]1[CH:32]=[C:31]([OH:33])[CH:30]=[C:29]([CH2:35][C:36]2[NH:37][N:7]=[N:6][N:5]=2)[CH:28]=1. (5) Given the reactants [C:1]([OH:9])(=O)[C:2]1[CH:7]=[CH:6][CH:5]=[CH:4][CH:3]=1.F[B-](F)(F)F.N1(OC(=[N+](C)C)N(C)C)C2C=CC=CC=2N=N1.[NH2:32][CH2:33][CH:34]([OH:66])[CH2:35][O:36][C:37]1[C:42]([CH3:43])=[CH:41][C:40]([C:44]2[O:45][C:46]3[N:47]=[C:48]([CH2:57][C:58]4[CH:63]=[CH:62][C:61]([Cl:64])=[CH:60][CH:59]=4)[N:49]=[C:50]([O:53][CH2:54][CH2:55][CH3:56])[C:51]=3[N:52]=2)=[CH:39][C:38]=1[CH3:65].C(N(C(C)C)C(C)C)C, predict the reaction product. The product is: [Cl:64][C:61]1[CH:60]=[CH:59][C:58]([CH2:57][C:48]2[N:49]=[C:50]([O:53][CH2:54][CH2:55][CH3:56])[C:51]3[N:52]=[C:44]([C:40]4[CH:39]=[C:38]([CH3:65])[C:37]([O:36][CH2:35][CH:34]([OH:66])[CH2:33][NH:32][C:1](=[O:9])[C:2]5[CH:3]=[CH:4][CH:5]=[CH:6][CH:7]=5)=[C:42]([CH3:43])[CH:41]=4)[O:45][C:46]=3[N:47]=2)=[CH:63][CH:62]=1. (6) Given the reactants [C:1]([O:5][C:6](=[O:30])[CH2:7][O:8][C:9]1[CH:14]=[CH:13][C:12](Cl)=[CH:11][C:10]=1[C:16]#[C:17][C:18]1[CH:23]=[CH:22][CH:21]=[C:20]([S:24]([CH2:27][CH2:28][CH3:29])(=[O:26])=[O:25])[CH:19]=1)([CH3:4])([CH3:3])[CH3:2].C(OC(=O)COC1C(C#C)=[N:41]C(C)=CC=1)(C)(C)C.BrC1C=CC=C(S(CCC)(=O)=O)C=1.BrCC1C=CC=C(S(CCC)(=O)=O)C=1, predict the reaction product. The product is: [C:1]([O:5][C:6](=[O:30])[CH2:7][O:8][C:9]1[C:10]([C:16]#[C:17][C:18]2[CH:23]=[CH:22][CH:21]=[C:20]([S:24]([CH2:27][CH2:28][CH3:29])(=[O:26])=[O:25])[CH:19]=2)=[N:41][C:12]([CH3:11])=[CH:13][CH:14]=1)([CH3:4])([CH3:3])[CH3:2]. (7) The product is: [CH2:11]1[CH:10]2[CH2:9][N:8]([C:13]([O:15][CH2:16][C:17]3[CH:22]=[CH:21][CH:20]=[CH:19][CH:18]=3)=[O:14])[CH2:7][CH:6]2[CH2:5][O:12]1. Given the reactants C(Cl)Cl.O[CH2:5][C@H:6]1[C@@H:10]([CH2:11][OH:12])[CH2:9][N:8]([C:13]([O:15][CH2:16][C:17]2[CH:22]=[CH:21][CH:20]=[CH:19][CH:18]=2)=[O:14])[CH2:7]1.S(Cl)(C1C=CC(C)=CC=1)(=O)=O, predict the reaction product. (8) Given the reactants [NH2:1][C:2]1[CH:10]=[C:9]2[C:5]([CH:6]=[N:7][NH:8]2)=[CH:4][C:3]=1[O:11][C:12]1[CH:17]=[CH:16][C:15]([NH:18][C:19]([C:21]2[C:22](=[O:34])[N:23]([C:28]3[CH:33]=[CH:32][CH:31]=[CH:30][CH:29]=3)[C:24]([CH3:27])=[CH:25][CH:26]=2)=[O:20])=[CH:14][C:13]=1[F:35].[CH3:36][S:37]([OH:40])(=[O:39])=[O:38], predict the reaction product. The product is: [CH3:36][S:37]([OH:40])(=[O:39])=[O:38].[NH2:1][C:2]1[CH:10]=[C:9]2[C:5]([CH:6]=[N:7][NH:8]2)=[CH:4][C:3]=1[O:11][C:12]1[CH:17]=[CH:16][C:15]([NH:18][C:19]([C:21]2[C:22](=[O:34])[N:23]([C:28]3[CH:29]=[CH:30][CH:31]=[CH:32][CH:33]=3)[C:24]([CH3:27])=[CH:25][CH:26]=2)=[O:20])=[CH:14][C:13]=1[F:35]. (9) Given the reactants Br[CH:2]([CH3:15])[C:3]([C:5]1[CH:6]=[C:7]([CH:12]=[CH:13][CH:14]=1)[C:8]([O:10][CH3:11])=[O:9])=O.[CH:16]([NH2:18])=[O:17], predict the reaction product. The product is: [CH3:15][C:2]1[O:17][CH:16]=[N:18][C:3]=1[C:5]1[CH:6]=[C:7]([CH:12]=[CH:13][CH:14]=1)[C:8]([O:10][CH3:11])=[O:9]. (10) Given the reactants [C:1]([O:5][C:6]([C:8]1[NH:9][C:10]2[C:15]([C:16]=1[N:17]1[C:22](=[O:23])[C:21]3=[CH:24][S:25][CH:26]=[C:20]3[N:19]([C:27]([O:29][C:30]([CH3:33])([CH3:32])[CH3:31])=[O:28])[C:18]1=[O:34])=[CH:14][C:13]([C:35]([F:38])([F:37])[F:36])=[CH:12][CH:11]=2)=[O:7])([CH3:4])([CH3:3])[CH3:2].CC(C)([O-])C.[K+].[F:45][C:46]1[CH:53]=[CH:52][C:51]([F:54])=[CH:50][C:47]=1[CH2:48]Br.C(OCC)(=O)C, predict the reaction product. The product is: [C:1]([O:5][C:6]([C:8]1[N:9]([CH2:48][C:47]2[CH:50]=[C:51]([F:54])[CH:52]=[CH:53][C:46]=2[F:45])[C:10]2[C:15]([C:16]=1[N:17]1[C:22](=[O:23])[C:21]3=[CH:24][S:25][CH:26]=[C:20]3[N:19]([C:27]([O:29][C:30]([CH3:31])([CH3:32])[CH3:33])=[O:28])[C:18]1=[O:34])=[CH:14][C:13]([C:35]([F:36])([F:37])[F:38])=[CH:12][CH:11]=2)=[O:7])([CH3:2])([CH3:3])[CH3:4].